Dataset: TCR-epitope binding with 47,182 pairs between 192 epitopes and 23,139 TCRs. Task: Binary Classification. Given a T-cell receptor sequence (or CDR3 region) and an epitope sequence, predict whether binding occurs between them. (1) The epitope is IYSKHTPINL. The TCR CDR3 sequence is CASRPTGLAENTGELFF. Result: 0 (the TCR does not bind to the epitope). (2) The epitope is VLAWLYAAV. The TCR CDR3 sequence is CASSQDGSNYGYTF. Result: 0 (the TCR does not bind to the epitope). (3) The epitope is DATYQRTRALVR. The TCR CDR3 sequence is CATSSEATGVGETQYF. Result: 1 (the TCR binds to the epitope). (4) The epitope is ELAGIGILTV. The TCR CDR3 sequence is CASSRTGDHSGANVLTF. Result: 0 (the TCR does not bind to the epitope). (5) The epitope is NLVPMVATV. The TCR CDR3 sequence is CASSSTWDGSYNEQFF. Result: 1 (the TCR binds to the epitope).